From a dataset of Peptide-MHC class I binding affinity with 185,985 pairs from IEDB/IMGT. Regression. Given a peptide amino acid sequence and an MHC pseudo amino acid sequence, predict their binding affinity value. This is MHC class I binding data. The peptide sequence is MAWLFFWAI. The MHC is HLA-B45:06 with pseudo-sequence HLA-B45:06. The binding affinity (normalized) is 0.213.